Regression. Given two drug SMILES strings and cell line genomic features, predict the synergy score measuring deviation from expected non-interaction effect. From a dataset of NCI-60 drug combinations with 297,098 pairs across 59 cell lines. (1) Drug 1: CC1=C(C=C(C=C1)NC2=NC=CC(=N2)N(C)C3=CC4=NN(C(=C4C=C3)C)C)S(=O)(=O)N.Cl. Drug 2: CCC(=C(C1=CC=CC=C1)C2=CC=C(C=C2)OCCN(C)C)C3=CC=CC=C3.C(C(=O)O)C(CC(=O)O)(C(=O)O)O. Cell line: EKVX. Synergy scores: CSS=1.56, Synergy_ZIP=-0.299, Synergy_Bliss=1.69, Synergy_Loewe=0.425, Synergy_HSA=0.745. (2) Drug 1: CC1=CC=C(C=C1)C2=CC(=NN2C3=CC=C(C=C3)S(=O)(=O)N)C(F)(F)F. Drug 2: CC1CCCC2(C(O2)CC(NC(=O)CC(C(C(=O)C(C1O)C)(C)C)O)C(=CC3=CSC(=N3)C)C)C. Cell line: A549. Synergy scores: CSS=55.7, Synergy_ZIP=4.32, Synergy_Bliss=3.15, Synergy_Loewe=-12.4, Synergy_HSA=3.05. (3) Drug 2: COCCOC1=C(C=C2C(=C1)C(=NC=N2)NC3=CC=CC(=C3)C#C)OCCOC.Cl. Synergy scores: CSS=10.8, Synergy_ZIP=-1.57, Synergy_Bliss=-0.736, Synergy_Loewe=-6.79, Synergy_HSA=0.148. Drug 1: CC1=CC2C(CCC3(C2CCC3(C(=O)C)OC(=O)C)C)C4(C1=CC(=O)CC4)C. Cell line: UO-31. (4) Drug 1: CCCCC(=O)OCC(=O)C1(CC(C2=C(C1)C(=C3C(=C2O)C(=O)C4=C(C3=O)C=CC=C4OC)O)OC5CC(C(C(O5)C)O)NC(=O)C(F)(F)F)O. Drug 2: CC(C)CN1C=NC2=C1C3=CC=CC=C3N=C2N. Cell line: SF-268. Synergy scores: CSS=19.9, Synergy_ZIP=-8.35, Synergy_Bliss=-4.90, Synergy_Loewe=-6.01, Synergy_HSA=-6.05. (5) Drug 1: C1=CN(C=N1)CC(O)(P(=O)(O)O)P(=O)(O)O. Drug 2: C1CN(CCN1C(=O)CCBr)C(=O)CCBr. Cell line: T-47D. Synergy scores: CSS=17.2, Synergy_ZIP=0.0565, Synergy_Bliss=2.36, Synergy_Loewe=2.65, Synergy_HSA=2.91.